From a dataset of Forward reaction prediction with 1.9M reactions from USPTO patents (1976-2016). Predict the product of the given reaction. (1) The product is: [NH2:9][C:8]1[CH:7]=[CH:6][C:5]([CH2:12][C:13]#[N:14])=[C:4]([CH3:15])[C:3]=1[O:2][CH3:1]. Given the reactants [CH3:1][O:2][C:3]1[C:4]([CH3:15])=[C:5]([CH2:12][C:13]#[N:14])[CH:6]=[CH:7][C:8]=1[N+:9]([O-])=O, predict the reaction product. (2) Given the reactants [CH2:1]([O:3][C:4](=[O:24])[CH2:5][C:6]1[CH:11]=[CH:10][C:9]([O:12][CH3:13])=[C:8]([O:14][C:15]2[CH:20]=[CH:19][C:18]([Br:21])=[CH:17][C:16]=2[CH2:22]Br)[CH:7]=1)[CH3:2].[CH3:25][CH:26]([SH:28])[CH3:27].[H-].[Na+], predict the reaction product. The product is: [CH2:1]([O:3][C:4](=[O:24])[CH2:5][C:6]1[CH:11]=[CH:10][C:9]([O:12][CH3:13])=[C:8]([O:14][C:15]2[CH:20]=[CH:19][C:18]([Br:21])=[CH:17][C:16]=2[CH2:22][S:28][CH:26]([CH3:27])[CH3:25])[CH:7]=1)[CH3:2]. (3) Given the reactants [C:1]([O:5][C:6]([N:8]1[C:13]2[CH:14]=[C:15]([Cl:26])[C:16]([O:18]CC3C=CC=CC=3)=[CH:17][C:12]=2[O:11][CH:10]([C:27]([N:29]2[CH2:34][CH2:33][C:32]([C:43]#[N:44])([CH2:35][C:36]3[CH:37]=[N:38][C:39]([F:42])=[CH:40][CH:41]=3)[CH2:31][CH2:30]2)=[O:28])[CH2:9]1)=[O:7])([CH3:4])([CH3:3])[CH3:2], predict the reaction product. The product is: [C:1]([O:5][C:6]([N:8]1[C:13]2[CH:14]=[C:15]([Cl:26])[C:16]([OH:18])=[CH:17][C:12]=2[O:11][CH:10]([C:27]([N:29]2[CH2:30][CH2:31][C:32]([C:43]#[N:44])([CH2:35][C:36]3[CH:37]=[N:38][C:39]([F:42])=[CH:40][CH:41]=3)[CH2:33][CH2:34]2)=[O:28])[CH2:9]1)=[O:7])([CH3:4])([CH3:2])[CH3:3]. (4) Given the reactants C([O:3][C:4](=[O:37])[CH2:5][N:6]1[CH:11]=[C:10]([C:12](=[O:35])[NH:13][C:14]2[CH:19]=[CH:18][C:17]([N:20]3[C:24]([C:25]([F:28])([F:27])[F:26])=[CH:23][C:22]([C:29]4[CH:30]=[N:31][CH:32]=[CH:33][CH:34]=4)=[N:21]3)=[CH:16][N:15]=2)[CH:9]=[CH:8][C:7]1=[O:36])C.O.[OH-].[Li+].Cl, predict the reaction product. The product is: [O:36]=[C:7]1[CH:8]=[CH:9][C:10]([C:12](=[O:35])[NH:13][C:14]2[CH:19]=[CH:18][C:17]([N:20]3[C:24]([C:25]([F:27])([F:28])[F:26])=[CH:23][C:22]([C:29]4[CH:30]=[N:31][CH:32]=[CH:33][CH:34]=4)=[N:21]3)=[CH:16][N:15]=2)=[CH:11][N:6]1[CH2:5][C:4]([OH:37])=[O:3]. (5) The product is: [CH3:1][N:2]1[C:20]2[C:11]3=[CH:12][C:13]4[CH:14]=[CH:15][N:16]([CH3:19])[C:17]=4[CH:18]=[C:10]3[CH2:9][CH2:8][CH2:7][C:6]=2[CH:5]=[C:4]([C:21]([OH:23])=[O:22])[C:3]1=[O:24]. Given the reactants [CH3:1][N:2]1[C:20]2[C:11]3=[CH:12][C:13]4[CH:14]=[CH:15][N:16]([CH3:19])[C:17]=4[CH:18]=[C:10]3[CH:9]=[CH:8][CH2:7][C:6]=2[CH:5]=[C:4]([C:21]([OH:23])=[O:22])[C:3]1=[O:24], predict the reaction product.